From a dataset of Reaction yield outcomes from USPTO patents with 853,638 reactions. Predict the reaction yield, written as a fraction of the theoretical maximum amount of product (1.0 means a 100% yield; for example, 0.34 means a 34% yield). (1) The reactants are [Br:1][C:2]1[CH:7]=[CH:6][C:5](/C=C/C=O)=[CH:4][CH:3]=1.[Br:12][C:13]1[CH:18]=[CH:17][C:16]([NH:19][CH:20]([C:23]2[CH:28]=[CH:27][C:26]([C:29]([CH3:32])([CH3:31])[CH3:30])=[CH:25][CH:24]=2)[C:21]#N)=[CH:15][CH:14]=1.[OH-].[K+].[CH2:35](O)[CH3:36]. No catalyst specified. The product is [Br:12][C:13]1[CH:18]=[CH:17][C:16]([N:19]2[CH:36]=[CH:35][C:21]([C:5]3[CH:6]=[CH:7][C:2]([Br:1])=[CH:3][CH:4]=3)=[C:20]2[C:23]2[CH:28]=[CH:27][C:26]([C:29]([CH3:32])([CH3:31])[CH3:30])=[CH:25][CH:24]=2)=[CH:15][CH:14]=1. The yield is 0.100. (2) The reactants are C([O:3][C:4](=[O:32])[CH:5](C(OCC)=O)[CH:6]([C:18]1[CH:23]=[CH:22][C:21]([N+:24]([O-:26])=[O:25])=[CH:20][CH:19]=1)[CH:7](C(OCC)=O)[C:8]([O:10]CC)=[O:9])C. The catalyst is Cl. The product is [N+:24]([C:21]1[CH:22]=[CH:23][C:18]([CH:6]([CH2:7][C:8]([OH:10])=[O:9])[CH2:5][C:4]([OH:32])=[O:3])=[CH:19][CH:20]=1)([O-:26])=[O:25]. The yield is 0.880.